Dataset: Carcinogenicity classification data from Lagunin et al.. Task: Regression/Classification. Given a drug SMILES string, predict its toxicity properties. Task type varies by dataset: regression for continuous values (e.g., LD50, hERG inhibition percentage) or binary classification for toxic/non-toxic outcomes (e.g., AMES mutagenicity, cardiotoxicity, hepatotoxicity). Dataset: carcinogens_lagunin. (1) The compound is Cc1cc(C)nc(NS(=O)(=O)c2ccc(N)cc2)n1. The result is 0 (non-carcinogenic). (2) The molecule is Nc1c(O)cccc1C(=O)CC(N)C(=O)O. The result is 0 (non-carcinogenic). (3) The drug is CN(C)c1ccc(/N=N/S(=O)(=O)O)cc1. The result is 1 (carcinogenic). (4) The drug is C=C(C)[C@@H]1CC[C@]2(CO)CC[C@]3(C)[C@H](CC[C@@H]4[C@@]5(C)CC[C@H](O)C(C)(C)[C@@H]5CC[C@]43C)[C@@H]12. The result is 0 (non-carcinogenic). (5) The molecule is Cc1ccsc1/C=C/C1=NCCCN1C. The result is 0 (non-carcinogenic). (6) The drug is CCCCNN. The result is 1 (carcinogenic). (7) The compound is O=c1ccc2cc(O)c(O)cc2o1. The result is 0 (non-carcinogenic). (8) The drug is N=C(N)NOCC[C@H](N)C(=O)O.O. The result is 0 (non-carcinogenic). (9) The compound is CC[C@]12CCCN3CCc4c(n(c5ccccc45)[C@](O)(C(=O)OC)C1)[C@@H]32. The result is 0 (non-carcinogenic). (10) The drug is C/C(=C(\CCOP(=O)(O)O)SC(=O)c1ccccc1)N(C=O)Cc1cnc(C)nc1N. The result is 0 (non-carcinogenic).